Task: Predict the reactants needed to synthesize the given product.. Dataset: Full USPTO retrosynthesis dataset with 1.9M reactions from patents (1976-2016) (1) Given the product [C:1]([N:4]1[CH2:9][CH2:8][N:7]([CH2:10][CH2:11][CH2:12][O:13][C:14]2[CH:23]=[C:22]3[C:17]([C:18]([O:37][C:36]4[C:28]([F:27])=[C:29]5[C:33](=[CH:34][CH:35]=4)[NH:32][C:31]([CH3:38])=[CH:30]5)=[N:19][CH:20]=[N:21]3)=[CH:16][C:15]=2[O:25][CH3:26])[CH2:6][CH2:5]1)(=[O:3])[CH3:2], predict the reactants needed to synthesize it. The reactants are: [C:1]([N:4]1[CH2:9][CH2:8][N:7]([CH2:10][CH2:11][CH2:12][O:13][C:14]2[CH:23]=[C:22]3[C:17]([C:18](Cl)=[N:19][CH:20]=[N:21]3)=[CH:16][C:15]=2[O:25][CH3:26])[CH2:6][CH2:5]1)(=[O:3])[CH3:2].[F:27][C:28]1[C:36]([OH:37])=[CH:35][CH:34]=[C:33]2[C:29]=1[CH:30]=[C:31]([CH3:38])[NH:32]2.C(=O)([O-])[O-].[Cs+].[Cs+]. (2) Given the product [Cl:1][C:2]1[C:11]2[C:6](=[C:7]([O:14][CH2:22][CH3:23])[C:8]([O:12][CH3:13])=[CH:9][CH:10]=2)[CH:5]=[CH:4][N:3]=1, predict the reactants needed to synthesize it. The reactants are: [Cl:1][C:2]1[C:11]2[CH:10]=[CH:9][C:8]([O:12][CH3:13])=[C:7]([OH:14])[C:6]=2[CH:5]=[CH:4][N:3]=1.C(=O)([O-])[O-].[K+].[K+].I[CH2:22][CH3:23]. (3) Given the product [C:26]([O:24][CH2:23][C:17]1[C:18]([Cl:22])=[CH:19][CH:20]=[CH:21][C:16]=1[N:10]1[N:9]([CH3:25])[CH2:8][C:7]2[C:12](=[CH:13][CH:14]=[C:5]([C:1]([CH3:4])([CH3:2])[CH3:3])[CH:6]=2)[C:11]1=[O:15])(=[O:28])[CH3:27], predict the reactants needed to synthesize it. The reactants are: [C:1]([C:5]1[CH:6]=[C:7]2[C:12](=[CH:13][CH:14]=1)[C:11](=[O:15])[N:10]([C:16]1[CH:21]=[CH:20][CH:19]=[C:18]([Cl:22])[C:17]=1[CH2:23][OH:24])[N:9]([CH3:25])[CH2:8]2)([CH3:4])([CH3:3])[CH3:2].[C:26](OC(=O)C)(=[O:28])[CH3:27].N1C=CC=CC=1. (4) Given the product [CH3:35][O:34][C:23]1[CH:22]=[C:21]([C:19]([N:10]2[C:11]3[CH:18]=[CH:17][CH:16]=[CH:15][C:12]=3[CH2:13][N:14]3[C:5]([C:3]([NH:42][CH2:41][C:40]4[CH:43]=[CH:44][CH:45]=[CH:46][C:39]=4[CH3:38])=[O:4])=[CH:6][CH:7]=[C:8]3[CH2:9]2)=[O:20])[CH:26]=[CH:25][C:24]=1[C:27]1[CH:32]=[CH:31][CH:30]=[CH:29][C:28]=1[CH3:33], predict the reactants needed to synthesize it. The reactants are: ClC(Cl)(Cl)[C:3]([C:5]1[N:14]2[C:8]([CH2:9][N:10]([C:19]([C:21]3[CH:26]=[CH:25][C:24]([C:27]4[CH:32]=[CH:31][CH:30]=[CH:29][C:28]=4[CH3:33])=[C:23]([O:34][CH3:35])[CH:22]=3)=[O:20])[C:11]3[CH:18]=[CH:17][CH:16]=[CH:15][C:12]=3[CH2:13]2)=[CH:7][CH:6]=1)=[O:4].[CH3:38][C:39]1[CH:46]=[CH:45][CH:44]=[CH:43][C:40]=1[CH2:41][NH2:42].